From a dataset of Catalyst prediction with 721,799 reactions and 888 catalyst types from USPTO. Predict which catalyst facilitates the given reaction. (1) The catalyst class is: 2. Product: [F:1][C:2]1[CH:7]=[CH:6][C:5]([O:8][C:9]2[N:14]=[CH:13][C:12]([C:15]([N:17]([CH3:39])[C:18]3[CH:23]=[CH:22][C:21]([CH2:24][N:25]4[CH2:30][CH2:29][NH:28][C@@H:27]([CH3:38])[CH2:26]4)=[CH:20][CH:19]=3)=[O:16])=[CH:11][CH:10]=2)=[CH:4][CH:3]=1. Reactant: [F:1][C:2]1[CH:7]=[CH:6][C:5]([O:8][C:9]2[N:14]=[CH:13][C:12]([C:15]([N:17]([CH3:39])[C:18]3[CH:23]=[CH:22][C:21]([CH2:24][N:25]4[CH2:30][CH2:29][N:28](C(OC(C)(C)C)=O)[C@@H:27]([CH3:38])[CH2:26]4)=[CH:20][CH:19]=3)=[O:16])=[CH:11][CH:10]=2)=[CH:4][CH:3]=1.C(O)(C(F)(F)F)=O. (2) Reactant: [CH:1](=O)[C:2]1[CH:7]=[CH:6][CH:5]=[CH:4][CH:3]=1.[C:9]1([CH:15]([CH3:18])[CH2:16][NH2:17])[CH:14]=[CH:13][CH:12]=[CH:11][CH:10]=1.CCCCCC. Product: [CH3:18][CH:15]1[C:9]2[C:14](=[CH:13][CH:12]=[CH:11][CH:10]=2)[CH:1]([C:2]2[CH:7]=[CH:6][CH:5]=[CH:4][CH:3]=2)[NH:17][CH2:16]1. The catalyst class is: 11. (3) Reactant: Cl.[NH2:2][C:3]1[N:8]=[C:7]2[N:9]([CH3:21])[N:10]=[C:11]([C:12]3[CH:17]=[C:16]([F:18])[C:15]([OH:19])=[C:14]([Br:20])[CH:13]=3)[C:6]2=[CH:5][N:4]=1.C([O-])([O-])=O.[K+].[K+].C1(P(C2C=CC=CC=2)C2C=CC=CC=2)C=CC=CC=1.CC(OC(/N=N/C(OC(C)C)=O)=O)C.O[CH2:62][CH2:63][N:64]1[CH2:68][CH2:67][CH2:66][CH2:65]1. Product: [Br:20][C:14]1[CH:13]=[C:12]([C:11]2[C:6]3[C:7](=[N:8][C:3]([NH2:2])=[N:4][CH:5]=3)[N:9]([CH3:21])[N:10]=2)[CH:17]=[C:16]([F:18])[C:15]=1[O:19][CH2:62][CH2:63][N:64]1[CH2:68][CH2:67][CH2:66][CH2:65]1. The catalyst class is: 20. (4) Reactant: [Cl:1][C:2]1[C:3](=[O:19])[N:4]([C:9]2[C:13]([C:14]#[N:15])=[C:12]([CH:16]([CH3:18])[CH3:17])[O:11][N:10]=2)[C:5](=[O:8])[C:6]=1[CH3:7].[BH4-].[Na+]. Product: [Cl:1][C:2]1[C:3](=[O:19])[N:4]([C:9]2[C:13]([C:14]#[N:15])=[C:12]([CH:16]([CH3:17])[CH3:18])[O:11][N:10]=2)[CH:5]([OH:8])[C:6]=1[CH3:7]. The catalyst class is: 83. (5) Product: [Cl:1][C:2]1[CH:3]=[C:4]([C@@H:12]([CH2:22][CH:23]2[CH2:24][CH2:25][CH2:26][CH2:27]2)[C:13]([NH:15][C:16]2[CH:20]=[CH:19][N:18]([CH2:21][CH2:49][CH2:50][CH2:51][OH:52])[N:17]=2)=[O:14])[CH:5]=[CH:6][C:7]=1[S:8]([CH3:11])(=[O:10])=[O:9]. The catalyst class is: 2. Reactant: [Cl:1][C:2]1[CH:3]=[C:4]([C@@H:12]([CH2:22][CH:23]2[CH2:27][CH2:26][CH2:25][CH2:24]2)[C:13]([NH:15][C:16]2[CH:20]=[CH:19][N:18]([CH3:21])[N:17]=2)=[O:14])[CH:5]=[CH:6][C:7]=1[S:8]([CH3:11])(=[O:10])=[O:9].C(Cl)(=O)C(Cl)=O.N1C(C)=CC=CC=1C.NC1C=CN(C[CH2:49][CH2:50][CH2:51][OH:52])N=1. (6) Reactant: [CH:1](C1C=CC(CN(C)C(=O)OCC2C=CC=CC=2)=CC=1)=O.C(=NC1C=CC=C2C=1COC2=O)C1C=CC=CC=1.C[O-].[Na+].CO.[CH2:45]([O:52][C:53]([N:55]([CH2:57][C:58]1[CH:63]=[CH:62][C:61]([CH:64]2[C:73](=[O:74])[C:72]3[C:71]([C:75]([O:77][CH3:78])=[O:76])=[CH:70][CH:69]=[CH:68][C:67]=3[NH:66][CH:65]2[C:79]2[CH:84]=[CH:83][CH:82]=[CH:81][CH:80]=2)=[CH:60][CH:59]=1)[CH3:56])=[O:54])[C:46]1[CH:51]=[CH:50][CH:49]=[CH:48][CH:47]=1. Product: [CH2:45]([O:52][C:53]([N:55]([CH2:57][C:58]1[CH:63]=[CH:62][C:61]([CH:64]2[C:73](=[O:74])[C:72]3[C:71]([C:75]([O:77][CH2:78][CH3:1])=[O:76])=[CH:70][CH:69]=[CH:68][C:67]=3[NH:66][CH:65]2[C:79]2[CH:84]=[CH:83][CH:82]=[CH:81][CH:80]=2)=[CH:60][CH:59]=1)[CH3:56])=[O:54])[C:46]1[CH:51]=[CH:50][CH:49]=[CH:48][CH:47]=1. The catalyst class is: 567. (7) Reactant: C([O:3][C:4]([C:6]1[N:7]2[CH2:16][CH2:15][C:9]3[CH:10]=[CH:11][CH:12]=[C:13]([CH:14]=1)[C:8]2=3)=[O:5])C.O.Cl. Product: [CH:14]1[C:13]2[C:8]3=[C:9]([CH2:15][CH2:16][N:7]3[C:6]=1[C:4]([OH:5])=[O:3])[CH:10]=[CH:11][CH:12]=2. The catalyst class is: 494.